Dataset: Reaction yield outcomes from USPTO patents with 853,638 reactions. Task: Predict the reaction yield, written as a fraction of the theoretical maximum amount of product (1.0 means a 100% yield; for example, 0.34 means a 34% yield). (1) The reactants are [Li+].[OH-].C([O:5][C:6]([C:8]12[CH2:25][CH:24]1[CH:23]=[CH:22][CH2:21][CH2:20][CH2:19][CH2:18][N:17]([CH3:26])[C:16](=[O:27])[CH:15]1[CH:11]([CH2:12][CH:13]([O:28][C:29]3[C:38]4[C:33](=[C:34]([CH3:41])[C:35]([O:39][CH3:40])=[CH:36][CH:37]=4)[N:32]=[C:31]([C:42]4[N:43]=[C:44]([CH:47]5[CH2:52][CH2:51][CH2:50][CH2:49][CH2:48]5)[S:45][CH:46]=4)[CH:30]=3)[CH2:14]1)[C:10](=[O:53])[NH:9]2)=[O:7])C. The catalyst is CO.C1COCC1.O. The product is [CH:47]1([C:44]2[S:45][CH:46]=[C:42]([C:31]3[CH:30]=[C:29]([O:28][CH:13]4[CH2:12][CH:11]5[CH:15]([C:16](=[O:27])[N:17]([CH3:26])[CH2:18][CH2:19][CH2:20][CH2:21][CH:22]=[CH:23][CH:24]6[C:8]([C:6]([OH:7])=[O:5])([NH:9][C:10]5=[O:53])[CH2:25]6)[CH2:14]4)[C:38]4[C:33](=[C:34]([CH3:41])[C:35]([O:39][CH3:40])=[CH:36][CH:37]=4)[N:32]=3)[N:43]=2)[CH2:48][CH2:49][CH2:50][CH2:51][CH2:52]1. The yield is 0.950. (2) The reactants are [NH2:1][C:2]1[C:11]2[C:6](=[CH:7][CH:8]=[CH:9][CH:10]=2)[CH:5]=[CH:4][C:3]=1[C:12]([OH:21])([C:17]([F:20])([F:19])[F:18])[C:13]([F:16])([F:15])[F:14].[CH3:22][CH:23]([CH2:27][CH2:28][CH3:29])[C:24](Cl)=[O:25]. No catalyst specified. The product is [F:20][C:17]([F:18])([F:19])[C:12]([C:3]1[CH:4]=[CH:5][C:6]2[C:11](=[CH:10][CH:9]=[CH:8][CH:7]=2)[C:2]=1[NH:1][C:24](=[O:25])[CH:23]([CH3:22])[CH2:27][CH2:28][CH3:29])([OH:21])[C:13]([F:14])([F:15])[F:16]. The yield is 0.110. (3) The reactants are [Cl-].[Mg+2].[Cl-].[C:4]([O:10][CH3:11])(=[O:9])[CH2:5][C:6]([CH3:8])=[O:7].N1C=CC=CC=1.[Cl:18][C:19]1[CH:27]=[CH:26][CH:25]=[C:24]([F:28])C=1C(Cl)=O.S(=O)(=O)(O)O. The catalyst is C1(C)C=CC=CC=1.O.C(#N)C. The product is [Cl:18][C:19]1[CH:27]=[CH:26][CH:25]=[C:24]([F:28])[C:8]=1[C:6](=[O:7])[CH2:5][C:4]([O:10][CH3:11])=[O:9]. The yield is 0.780. (4) The reactants are [C:1](C(N)C=O)([O:3][C:4]([CH3:7])([CH3:6])[CH3:5])=[O:2].[N+:12]([C:15]1[CH:20]=[CH:19][CH:18]=[CH:17][C:16]=1[S:21]([N:24]([CH2:44][C:45]1[CH:50]=[CH:49][CH:48]=[CH:47][N:46]=1)[CH2:25][C:26]1[CH:31]=[CH:30][C:29]([CH2:32][NH:33][CH:34]2[C:43]3[N:42]=[CH:41][CH:40]=[CH:39][C:38]=3[CH2:37][CH2:36][CH2:35]2)=[CH:28][CH:27]=1)(=[O:23])=[O:22])([O-:14])=[O:13].[C:51]([BH3-])#[N:52].[Na+].[CH3:55]O. No catalyst specified. The product is [N+:12]([C:15]1[CH:20]=[CH:19][CH:18]=[CH:17][C:16]=1[S:21]([N:24]([CH2:44][C:45]1[CH:50]=[CH:49][CH:48]=[CH:47][N:46]=1)[CH2:25][C:26]1[CH:27]=[CH:28][C:29]([CH2:32][N:33]([CH2:55][CH2:51][NH:52][C:1]([O:3][C:4]([CH3:5])([CH3:6])[CH3:7])=[O:2])[CH:34]2[C:43]3[N:42]=[CH:41][CH:40]=[CH:39][C:38]=3[CH2:37][CH2:36][CH2:35]2)=[CH:30][CH:31]=1)(=[O:22])=[O:23])([O-:14])=[O:13]. The yield is 0.720.